From a dataset of Catalyst prediction with 721,799 reactions and 888 catalyst types from USPTO. Predict which catalyst facilitates the given reaction. (1) Reactant: [CH3:1][O:2][C:3]([C:5]1[CH:10]=[C:9]([O:11][CH3:12])[N:8]=[C:7]([CH:13]=[CH2:14])[N:6]=1)=[O:4]. Product: [CH3:1][O:2][C:3]([C:5]1[CH:10]=[C:9]([O:11][CH3:12])[N:8]=[C:7]([CH2:13][CH3:14])[N:6]=1)=[O:4]. The catalyst class is: 43. (2) Reactant: [CH3:1][O:2][C:3](=[O:29])[C@H:4]([CH2:13][C:14]1[CH:19]=[CH:18][C:17]([C:20]2[C:21](=[O:28])[N:22]([CH3:27])[CH:23]=[C:24]([Br:26])[CH:25]=2)=[CH:16][CH:15]=1)[NH:5]C(OC(C)(C)C)=O.[ClH:30]. Product: [ClH:30].[CH3:1][O:2][C:3](=[O:29])[C@H:4]([CH2:13][C:14]1[CH:15]=[CH:16][C:17]([C:20]2[C:21](=[O:28])[N:22]([CH3:27])[CH:23]=[C:24]([Br:26])[CH:25]=2)=[CH:18][CH:19]=1)[NH2:5]. The catalyst class is: 12. (3) Reactant: [C:1]1([CH:7]2[CH:12]=[C:11]([N:13]3[CH2:17][CH2:16][CH2:15][CH2:14]3)[CH2:10][CH2:9][N:8]2[C:18](=[O:20])[CH3:19])[CH:6]=[CH:5][CH:4]=[CH:3][CH:2]=1.Cl[C:22](=[N:28][OH:29])[C:23]([O:25][CH2:26][CH3:27])=[O:24].C(N(CC)CC)C. Product: [C:18]([N:8]1[CH2:9][CH2:10][C:11]2([N:13]3[CH2:14][CH2:15][CH2:16][CH2:17]3)[O:29][N:28]=[C:22]([C:23]([O:25][CH2:26][CH3:27])=[O:24])[CH:12]2[CH:7]1[C:1]1[CH:2]=[CH:3][CH:4]=[CH:5][CH:6]=1)(=[O:20])[CH3:19]. The catalyst class is: 4. (4) Reactant: [CH3:1][O:2][C:3]1[C:7]([O:8][CH3:9])=[CH:6][S:5][CH:4]=1.[CH3:10][O:11][CH2:12][CH2:13][O:14][CH2:15][CH2:16][O:17][CH2:18][CH2:19][O:20][CH2:21]C(O)CO.C(Cl)Cl. Product: [CH3:21][O:20][CH2:19][CH2:18][O:17][CH2:16][CH2:15][O:14][CH2:13][CH2:12][O:11][CH2:10][CH:1]1[O:2][C:3]2=[CH:4][S:5][CH:6]=[C:7]2[O:8][CH2:9]1. The catalyst class is: 11.